Dataset: NCI-60 drug combinations with 297,098 pairs across 59 cell lines. Task: Regression. Given two drug SMILES strings and cell line genomic features, predict the synergy score measuring deviation from expected non-interaction effect. (1) Drug 1: C1CN1C2=NC(=NC(=N2)N3CC3)N4CC4. Drug 2: CC(C)CN1C=NC2=C1C3=CC=CC=C3N=C2N. Cell line: HOP-92. Synergy scores: CSS=30.4, Synergy_ZIP=-7.94, Synergy_Bliss=2.39, Synergy_Loewe=2.13, Synergy_HSA=2.07. (2) Drug 1: C1=CC(=C2C(=C1NCCNCCO)C(=O)C3=C(C=CC(=C3C2=O)O)O)NCCNCCO. Drug 2: C1=NNC2=C1C(=O)NC=N2. Cell line: SK-OV-3. Synergy scores: CSS=43.2, Synergy_ZIP=-1.94, Synergy_Bliss=-2.67, Synergy_Loewe=-56.6, Synergy_HSA=-2.39.